The task is: Predict the product of the given reaction.. This data is from Forward reaction prediction with 1.9M reactions from USPTO patents (1976-2016). (1) Given the reactants C(OC([N:8]1[CH2:13][CH2:12][C:11]([CH2:15][O:16][C:17]2[N:18]=[N:19][C:20]([CH2:36][CH2:37][CH2:38][CH3:39])=[C:21]([C:23]3[CH:28]=[CH:27][C:26]([O:29][CH:30]4[CH2:35][CH2:34][CH2:33][CH2:32][CH2:31]4)=[CH:25][CH:24]=3)[CH:22]=2)([F:14])[CH2:10][CH2:9]1)=O)(C)(C)C.[ClH:40], predict the reaction product. The product is: [ClH:40].[ClH:40].[CH2:36]([C:20]1[N:19]=[N:18][C:17]([O:16][CH2:15][C:11]2([F:14])[CH2:12][CH2:13][NH:8][CH2:9][CH2:10]2)=[CH:22][C:21]=1[C:23]1[CH:24]=[CH:25][C:26]([O:29][CH:30]2[CH2:31][CH2:32][CH2:33][CH2:34][CH2:35]2)=[CH:27][CH:28]=1)[CH2:37][CH2:38][CH3:39]. (2) Given the reactants [Li+].[F:2][C:3]([F:23])([F:22])[C:4]1[CH:9]=[CH:8][C:7]([N:10]2[CH2:15][CH2:14][N:13]([CH2:16][CH2:17][CH2:18][C:19]([O-])=[O:20])[CH2:12][CH2:11]2)=[CH:6][CH:5]=1.C(N(C(C)C)CC)(C)C.F[P-](F)(F)(F)(F)F.CN(C)C(ON1C2C=CC=CC=2N=N1)=[N+](C)C.Cl.[NH:58]1[CH2:63][CH2:62][CH:61]([NH:64][C:65]2[CH:70]=[CH:69][C:68]([S:71][C:72]([F:75])([F:74])[F:73])=[CH:67][CH:66]=2)[CH2:60][CH2:59]1, predict the reaction product. The product is: [F:23][C:3]([F:2])([F:22])[C:4]1[CH:5]=[CH:6][C:7]([N:10]2[CH2:11][CH2:12][N:13]([CH2:16][CH2:17][CH2:18][C:19]([N:58]3[CH2:63][CH2:62][CH:61]([NH:64][C:65]4[CH:66]=[CH:67][C:68]([S:71][C:72]([F:73])([F:75])[F:74])=[CH:69][CH:70]=4)[CH2:60][CH2:59]3)=[O:20])[CH2:14][CH2:15]2)=[CH:8][CH:9]=1. (3) Given the reactants [Cl:1][C:2]1[CH:7]=[CH:6][C:5]([N:8]2[CH:12]=[CH:11][CH:10]=[C:9]2[CH:13]=[CH:14][C:15]([O:17]C)=[O:16])=[C:4]([CH:19]([C:21]2[CH:26]=[CH:25][CH:24]=[C:23]([O:27][CH3:28])[CH:22]=2)[OH:20])[CH:3]=1.C(=O)([O-])[O-].[K+].[K+].O, predict the reaction product. The product is: [Cl:1][C:2]1[CH:7]=[CH:6][C:5]([N:8]2[CH:12]=[CH:11][CH:10]=[C:9]2[CH:13]=[CH:14][C:15]([OH:17])=[O:16])=[C:4]([CH:19]([C:21]2[CH:26]=[CH:25][CH:24]=[C:23]([O:27][CH3:28])[CH:22]=2)[OH:20])[CH:3]=1. (4) The product is: [OH:13][C:12]1[C:11]([CH3:10])=[C:16]([OH:17])[N:8]=[CH:6][N:7]=1. Given the reactants CC[O-].[Na+].Cl.[CH:6]([NH2:8])=[NH:7].C[CH2:10][CH:11]([C:16](OCC)=[O:17])[C:12](OC)=[O:13], predict the reaction product. (5) Given the reactants [O:1]([C:8]1[CH:15]=[CH:14][C:11](C=O)=[C:10]([B:16]2[O:20][C:19](C)(C)[C:18]([CH3:24])(C)[O:17]2)[CH:9]=1)[C:2]1[CH:7]=[CH:6][CH:5]=[CH:4][CH:3]=1.[C:25]([Si:29]([CH3:37])([CH3:36])[O:30][CH2:31]CC[Mg]Br)([CH3:28])([CH3:27])[CH3:26].[NH4+].[Cl-], predict the reaction product. The product is: [C:25]([Si:29]([CH3:37])([CH3:36])[O:30][CH2:31][CH2:24][CH2:18][CH:19]1[O:20][B:16]([OH:17])[C:10]2[CH:9]=[C:8]([O:1][C:2]3[CH:3]=[CH:4][CH:5]=[CH:6][CH:7]=3)[CH:15]=[CH:14][C:11]1=2)([CH3:28])([CH3:27])[CH3:26]. (6) Given the reactants [CH2:1]1[CH:9]2[N:4]([CH2:5][CH:6]=[C:7]([C:10]3[C:18]4[C:13](=[N:14][CH:15]=[CH:16][CH:17]=4)[NH:12][CH:11]=3)[CH2:8]2)[CH2:3][CH2:2]1.[C:19]1([S:29](Cl)(=[O:31])=[O:30])[C:28]2[C:23](=[CH:24][CH:25]=[CH:26][CH:27]=2)[CH:22]=[CH:21][CH:20]=1.C[Si]([N-][Si](C)(C)C)(C)C.[Na+], predict the reaction product. The product is: [CH2:1]1[CH:9]2[N:4]([CH2:5][CH:6]=[C:7]([C:10]3[C:18]4[C:13](=[N:14][CH:15]=[CH:16][CH:17]=4)[N:12]([S:29]([C:19]4[C:28]5[C:23](=[CH:24][CH:25]=[CH:26][CH:27]=5)[CH:22]=[CH:21][CH:20]=4)(=[O:31])=[O:30])[CH:11]=3)[CH2:8]2)[CH2:3][CH2:2]1. (7) The product is: [CH2:46]([O:45][C:43]([N:21]([CH2:22][C:23]1[N:33]([CH2:34][C:35]([OH:37])=[O:36])[C:26]2[CH:27]=[CH:28][C:29]([C:31]#[N:32])=[CH:30][C:25]=2[N:24]=1)[C:18]1[CH:19]=[CH:20][C:15]([O:14][CH:11]2[CH2:10][CH2:9][N:8]([C:6]([O:5][C:1]([CH3:4])([CH3:2])[CH3:3])=[O:7])[CH2:13][CH2:12]2)=[CH:16][CH:17]=1)=[O:44])[C:47]1[CH:48]=[CH:49][CH:50]=[CH:51][CH:52]=1. Given the reactants [C:1]([O:5][C:6]([N:8]1[CH2:13][CH2:12][CH:11]([O:14][C:15]2[CH:20]=[CH:19][C:18]([N:21]([C:43]([O:45][CH2:46][C:47]3[CH:52]=[CH:51][CH:50]=[CH:49][CH:48]=3)=[O:44])[CH2:22][C:23](=O)[NH:24][C:25]3[CH:30]=[C:29]([C:31]#[N:32])[CH:28]=[CH:27][C:26]=3[NH:33][CH2:34][C:35]([O:37]C(C)(C)C)=[O:36])=[CH:17][CH:16]=2)[CH2:10][CH2:9]1)=[O:7])([CH3:4])([CH3:3])[CH3:2], predict the reaction product.